Task: Predict the product of the given reaction.. Dataset: Forward reaction prediction with 1.9M reactions from USPTO patents (1976-2016) (1) Given the reactants C[O:2][C:3]1[N:8]=[CH:7][C:6]([C:9]2[CH:31]=[CH:30][C:12]([C:13]([N:15]3[CH2:19][CH2:18][CH2:17][CH:16]3[CH2:20][CH2:21][C:22]3[CH:23]=[C:24]([CH:27]=[CH:28][CH:29]=3)[C:25]#[N:26])=[O:14])=[CH:11][CH:10]=2)=[CH:5][CH:4]=1.Cl.N1C=CC=CC=1, predict the reaction product. The product is: [O:2]=[C:3]1[NH:8][CH:7]=[C:6]([C:9]2[CH:31]=[CH:30][C:12]([C:13]([N:15]3[CH2:19][CH2:18][CH2:17][CH:16]3[CH2:20][CH2:21][C:22]3[CH:23]=[C:24]([CH:27]=[CH:28][CH:29]=3)[C:25]#[N:26])=[O:14])=[CH:11][CH:10]=2)[CH:5]=[CH:4]1. (2) Given the reactants [C:1]([C:3]1[CH:23]=[C:22]([F:24])[CH:21]=[CH:20][C:4]=1[O:5][C:6]1[CH:7]=[C:8]2[C:12](=[CH:13][CH:14]=1)[N:11]([CH2:15][C:16]([O:18][CH3:19])=[O:17])[N:10]=[CH:9]2)#[N:2].[ClH:25], predict the reaction product. The product is: [ClH:25].[ClH:25].[NH2:2][CH2:1][C:3]1[CH:23]=[C:22]([F:24])[CH:21]=[CH:20][C:4]=1[O:5][C:6]1[CH:7]=[C:8]2[C:12](=[CH:13][CH:14]=1)[N:11]([CH2:15][C:16]([O:18][CH3:19])=[O:17])[N:10]=[CH:9]2.